Predict the reactants needed to synthesize the given product. From a dataset of Full USPTO retrosynthesis dataset with 1.9M reactions from patents (1976-2016). (1) Given the product [CH3:12][N:8]1[C:5]2=[N:6][CH:7]=[C:2]([B:16]3[O:17][C:18]([CH3:20])([CH3:19])[C:14]([CH3:30])([CH3:13])[O:15]3)[CH:3]=[C:4]2[O:10][C:9]1=[O:11], predict the reactants needed to synthesize it. The reactants are: Br[C:2]1[CH:3]=[C:4]2[O:10][C:9](=[O:11])[N:8]([CH3:12])[C:5]2=[N:6][CH:7]=1.[CH3:13][C:14]1([CH3:30])[C:18]([CH3:20])([CH3:19])[O:17][B:16]([B:16]2[O:17][C:18]([CH3:20])([CH3:19])[C:14]([CH3:30])([CH3:13])[O:15]2)[O:15]1.ClCCl.C([O-])(=O)C.[K+]. (2) The reactants are: [Cl:1][C:2]1[N:7]=[C:6]([NH:8][CH2:9][CH2:10][CH2:11][OH:12])[C:5]([Cl:13])=[CH:4][N:3]=1.[CH2:14]([O:16][C:17](=[O:29])[CH2:18][C@H:19]1[C:27]2[C:22](=[CH:23][C:24](O)=[CH:25][CH:26]=2)[CH2:21][CH2:20]1)[CH3:15].C1C=CC(P(C2C=CC=CC=2)C2C=CC=CC=2)=CC=1.C1CCN(C(N=NC(N2CCCCC2)=O)=O)CC1. Given the product [CH2:14]([O:16][C:17](=[O:29])[CH2:18][C@H:19]1[C:27]2[C:22](=[CH:23][C:24]([O:12][CH2:11][CH2:10][CH2:9][NH:8][C:6]3[C:5]([Cl:13])=[CH:4][N:3]=[C:2]([Cl:1])[N:7]=3)=[CH:25][CH:26]=2)[CH2:21][CH2:20]1)[CH3:15], predict the reactants needed to synthesize it.